This data is from Forward reaction prediction with 1.9M reactions from USPTO patents (1976-2016). The task is: Predict the product of the given reaction. (1) Given the reactants [NH2:1][C:2]1[C:7]2=[C:8]([C:13]3[CH:18]=[CH:17][C:16]([NH:19][C:20]([NH:22][C:23]4[CH:28]=[C:27]([CH3:29])[CH:26]=[CH:25][N:24]=4)=[O:21])=[CH:15][CH:14]=3)[C:9]([CH2:11][OH:12])=[CH:10][N:6]2[N:5]=[CH:4][N:3]=1.S(Cl)(Cl)=O.[CH2:34](N(CC)CC)C, predict the reaction product. The product is: [NH2:1][C:2]1[C:7]2=[C:8]([C:13]3[CH:18]=[CH:17][C:16]([NH:19][C:20]([NH:22][C:23]4[CH:28]=[C:27]([CH3:29])[CH:26]=[CH:25][N:24]=4)=[O:21])=[CH:15][CH:14]=3)[C:9]([CH2:11][O:12][CH3:34])=[CH:10][N:6]2[N:5]=[CH:4][N:3]=1. (2) Given the reactants [Cl:1][C:2]1[CH:43]=[CH:42][C:5]([CH2:6][N:7]2[C:12](SCC)=[N:11][C:10](=[O:16])[N:9]([CH2:17][C:18]3([CH2:22][O:23][Si:24]([C:37]([CH3:40])([CH3:39])[CH3:38])([C:31]4[CH:36]=[CH:35][CH:34]=[CH:33][CH:32]=4)[C:25]4[CH:30]=[CH:29][CH:28]=[CH:27][CH:26]=4)[CH2:21][O:20][CH2:19]3)[C:8]2=[O:41])=[CH:4][CH:3]=1.[Cl:44][C:45]1[CH:46]=[C:47]([CH:49]=[CH:50][C:51]=1[O:52][CH:53]([CH3:55])[CH3:54])[NH2:48].C(O)(=O)C.C(=O)(O)[O-].[Na+], predict the reaction product. The product is: [Cl:1][C:2]1[CH:43]=[CH:42][C:5]([CH2:6][N:7]2[C:12](=[N:48][C:47]3[CH:49]=[CH:50][C:51]([O:52][CH:53]([CH3:54])[CH3:55])=[C:45]([Cl:44])[CH:46]=3)[NH:11][C:10](=[O:16])[N:9]([CH2:17][C:18]3([CH2:22][O:23][Si:24]([C:37]([CH3:39])([CH3:40])[CH3:38])([C:25]4[CH:26]=[CH:27][CH:28]=[CH:29][CH:30]=4)[C:31]4[CH:32]=[CH:33][CH:34]=[CH:35][CH:36]=4)[CH2:21][O:20][CH2:19]3)[C:8]2=[O:41])=[CH:4][CH:3]=1. (3) Given the reactants [C:1]([NH2:10])(=[O:9])[C:2]1[C:3](=[CH:5][CH:6]=[CH:7][CH:8]=1)[NH2:4].[CH:11]([C:13]1[CH:23]=[CH:22][C:16]([O:17][CH2:18][C:19]([OH:21])=[O:20])=[CH:15][CH:14]=1)=O.COC1C=C(OC)C=C2C=1C(=O)NC(C1C=CC=CN=1)=N2, predict the reaction product. The product is: [O:9]=[C:1]1[C:2]2[C:3](=[CH:5][CH:6]=[CH:7][CH:8]=2)[N:4]=[C:11]([C:13]2[CH:23]=[CH:22][C:16]([O:17][CH2:18][C:19]([OH:21])=[O:20])=[CH:15][CH:14]=2)[NH:10]1. (4) The product is: [CH:18]1([CH2:17][S:14]([CH:11]2[CH2:12][CH2:13][C:8]([CH2:7][NH:6][C:4](=[O:5])[C:3]3[CH:25]=[CH:26][C:27]([C:29]([F:32])([F:31])[F:30])=[N:28][C:2]=3[N:39]([CH3:40])[CH3:38])([CH2:21][CH:22]3[CH2:24][CH2:23]3)[CH2:9][CH2:10]2)(=[O:16])=[O:15])[CH2:20][CH2:19]1. Given the reactants Cl[C:2]1[N:28]=[C:27]([C:29]([F:32])([F:31])[F:30])[CH:26]=[CH:25][C:3]=1[C:4]([NH:6][CH2:7][C:8]1([CH2:21][CH:22]2[CH2:24][CH2:23]2)[CH2:13][CH2:12][CH:11]([S:14]([CH2:17][CH:18]2[CH2:20][CH2:19]2)(=[O:16])=[O:15])[CH2:10][CH2:9]1)=[O:5].O1CCCC1.[CH3:38][NH:39][CH3:40], predict the reaction product. (5) Given the reactants [C:1]([O:5][CH3:6])(=[O:4])[CH:2]=[CH2:3].[CH3:7][O:8][CH2:9][CH2:10][NH2:11].Br[CH2:13][C:14]#[N:15], predict the reaction product. The product is: [C:14]([CH2:13][N:11]([CH2:10][CH2:9][O:8][CH3:7])[CH2:3][CH2:2][C:1]([O:5][CH3:6])=[O:4])#[N:15]. (6) Given the reactants [C:1]12([CH2:11][O:12][C:13]3[C:18](Br)=[CH:17][N:16]4[CH:20]=[N:21][N:22]=[C:15]4[CH:14]=3)[CH2:10][CH:5]3[CH2:6][CH:7](CC(C3)C1)[CH2:8]2.[CH2:23](OC1C(Br)=CN2C=NN=C2C=1)[C:24]1[CH:29]=CC=CC=1, predict the reaction product. The product is: [CH2:11]([O:12][C:13]1[C:18]([CH:29]2[CH2:24][CH2:23]2)=[CH:17][N:16]2[CH:20]=[N:21][N:22]=[C:15]2[CH:14]=1)[C:1]1[CH:10]=[CH:5][CH:6]=[CH:7][CH:8]=1. (7) Given the reactants C(OC([N:7]1[CH2:12][CH2:11][C:10]2[C:13]([C:27](=[O:29])[NH2:28])=[C:14]([NH:16][C:17]([NH:19][C:20]3[CH:25]=[CH:24][C:23]([Cl:26])=[CH:22][CH:21]=3)=[O:18])[S:15][C:9]=2[CH2:8]1)=O)C=C.N1CCOCC1, predict the reaction product. The product is: [Cl:26][C:23]1[CH:22]=[CH:21][C:20]([NH:19][C:17](=[O:18])[NH:16][C:14]2[S:15][C:9]3[CH2:8][NH:7][CH2:12][CH2:11][C:10]=3[C:13]=2[C:27]([NH2:28])=[O:29])=[CH:25][CH:24]=1.